Dataset: Experimentally validated miRNA-target interactions with 360,000+ pairs, plus equal number of negative samples. Task: Binary Classification. Given a miRNA mature sequence and a target amino acid sequence, predict their likelihood of interaction. (1) The miRNA is mmu-miR-382-5p with sequence GAAGUUGUUCGUGGUGGAUUCG. The protein sequence of the target gene is MHYCVLSAFLILHLVTVALSLSTCSTLDMDQFMRKRIEAIRGQILSKLKLTSPPEDYPEPEEVPPEVISIYNSTRDLLQEKASRRAAACERERSDEEYYAKEVYKIDMPPFFPSENAIPPTFYRPYFRIVRFDVSAMEKNASNLVKAEFRVFRLQNPKARVPEQRIELYQILKSKDLTSPTQRYIDSKVVKTRAEGEWLSFDVTDAVHEWLHHKDRNLGFKISLHCPCCTFVPSNNYIIPNKSEELEARFAGIDGTSTYTSGDQKTIKSTRKKNSGKTPHLLLMLLPSYRLESQQTNRRK.... Result: 0 (no interaction). (2) The miRNA is rno-miR-193a-3p with sequence AACUGGCCUACAAAGUCCCAGU. The protein sequence of the target gene is MGELMAFLLPLIIVLMVKHSDSRTHSLRYFRLGVSDPIHGVPEFISVGYVDSHPITTYDSVTRQKEPRAPWMAENLAPDHWERYTQLLRGWQQMFKVELKRLQRHYNHSGSHTYQRMIGCELLEDGSTTGFLQYAYDGQDFLIFNKDTLSWLAVDNVAHTIKQAWEANQHELLYQKNWLEEECIAWLKRFLEYGKDTLQRTEPPLVRVNRKETFPGVTALFCKAHGFYPPEIYMTWMKNGEEIVQEIDYGDILPSGDGTYQAWASIELDPQSSNLYSCHVEHCGVHMVLQVPQESETIPL.... Result: 0 (no interaction).